Dataset: Full USPTO retrosynthesis dataset with 1.9M reactions from patents (1976-2016). Task: Predict the reactants needed to synthesize the given product. (1) Given the product [Cl:14][C:12]1[CH:13]=[C:4]([CH:5]=[C:6]([CH2:7][OH:8])[CH:11]=1)[C:2]([NH2:1])=[O:3], predict the reactants needed to synthesize it. The reactants are: [NH2:1][C:2]([C:4]1[CH:5]=[C:6]([CH:11]=[C:12]([Cl:14])[CH:13]=1)[C:7](OC)=[O:8])=[O:3].C(O)C.[BH4-].[Li+]. (2) The reactants are: Br[C:2]1[C:10]2[N:9]=[C:8]([CH:11]3[CH2:13][CH2:12]3)[N:7]([CH2:14][C:15]3[CH:20]=[CH:19][CH:18]=[C:17]([C:21]([F:24])([F:23])[F:22])[C:16]=3[CH3:25])[C:6]=2[CH:5]=[C:4]([N:26]2[CH2:31][CH2:30][O:29][CH2:28][CH2:27]2)[CH:3]=1.[B:32]1(B2OC(C)(C)C(C)(C)O2)[O:36]C(C)(C)C(C)(C)[O:33]1.CC(C1C=C(C(C)C)C(C2C=CC=CC=2P(C2CCCCC2)C2CCCCC2)=C(C(C)C)C=1)C.C([O-])(=O)C.[K+].Cl. Given the product [CH:11]1([C:8]2[N:7]([CH2:14][C:15]3[CH:20]=[CH:19][CH:18]=[C:17]([C:21]([F:22])([F:23])[F:24])[C:16]=3[CH3:25])[C:6]3[CH:5]=[C:4]([N:26]4[CH2:31][CH2:30][O:29][CH2:28][CH2:27]4)[CH:3]=[C:2]([B:32]([OH:36])[OH:33])[C:10]=3[N:9]=2)[CH2:13][CH2:12]1, predict the reactants needed to synthesize it. (3) Given the product [S:1]1[C:5]2[CH:6]=[CH:7][CH:8]=[CH:9][C:4]=2[N:3]=[C:2]1[NH:10][C:11]1[CH:16]=[CH:15][C:14]([O:17][C:19]2[C:24]([C:25]3([OH:31])[CH2:26][CH2:27][O:28][CH2:29][CH2:30]3)=[CH:23][CH:22]=[CH:21][N:20]=2)=[CH:13][CH:12]=1, predict the reactants needed to synthesize it. The reactants are: [S:1]1[C:5]2[CH:6]=[CH:7][CH:8]=[CH:9][C:4]=2[N:3]=[C:2]1[NH:10][C:11]1[CH:16]=[CH:15][C:14]([OH:17])=[CH:13][CH:12]=1.F[C:19]1[C:24]([C:25]2([OH:31])[CH2:30][CH2:29][O:28][CH2:27][CH2:26]2)=[CH:23][CH:22]=[CH:21][N:20]=1.C(=O)([O-])[O-].[Cs+].[Cs+].O. (4) Given the product [Br:1][C:2]1[CH:10]=[CH:9][C:5]([C:6]([NH:33][C:29]2[CH:28]=[C:27]([CH:24]3[CH2:26][CH2:25]3)[CH:32]=[CH:31][N:30]=2)=[O:8])=[CH:4][C:3]=1[O:11][CH:12]1[CH2:14][CH2:13]1, predict the reactants needed to synthesize it. The reactants are: [Br:1][C:2]1[CH:10]=[CH:9][C:5]([C:6]([OH:8])=O)=[CH:4][C:3]=1[O:11][CH:12]1[CH2:14][CH2:13]1.CN(C)C=O.S(Cl)(Cl)=O.[CH:24]1([C:27]2[CH:32]=[CH:31][N:30]=[C:29]([NH2:33])[CH:28]=2)[CH2:26][CH2:25]1. (5) Given the product [Br:12][C:10]1[CH:11]=[C:7]([C@@:17]23[CH2:18][O:19][CH2:20][CH2:21][C@H:16]2[CH2:15][O:14][NH:13]3)[S:8][CH:9]=1, predict the reactants needed to synthesize it. The reactants are: C([Li])CCC.Br[C:7]1[S:8][CH:9]=[C:10]([Br:12])[CH:11]=1.[N:13]1[O:14][CH2:15][CH:16]2[CH2:21][CH2:20][O:19][CH2:18][C:17]=12.[Cl-].[NH4+]. (6) Given the product [CH3:1][C:2]1[CH:3]=[C:4]([C:8]2[C:17]3[C:12](=[CH:13][C:14]([C:18]([OH:20])=[O:19])=[CH:15][CH:16]=3)[O:11][C:10](=[O:22])[CH:9]=2)[CH:5]=[CH:6][CH:7]=1, predict the reactants needed to synthesize it. The reactants are: [CH3:1][C:2]1[CH:3]=[C:4]([C:8]2[C:17]3[C:12](=[CH:13][C:14]([C:18]([O:20]C)=[O:19])=[CH:15][CH:16]=3)[O:11][C:10](=[O:22])[CH:9]=2)[CH:5]=[CH:6][CH:7]=1.[OH-].[Li+].